This data is from Reaction yield outcomes from USPTO patents with 853,638 reactions. The task is: Predict the reaction yield, written as a fraction of the theoretical maximum amount of product (1.0 means a 100% yield; for example, 0.34 means a 34% yield). (1) The reactants are [C:1]1([CH2:7][CH2:8][CH:9]=[O:10])[CH:6]=[CH:5][CH:4]=[CH:3][CH:2]=1.[N+:11](/[CH:14]=[CH:15]/[C:16]1[CH:21]=[CH:20][CH:19]=[CH:18][CH:17]=1)([O-:13])=[O:12].CCOCC.[Na+].[Cl-]. The catalyst is C(Cl)(Cl)Cl. The product is [N+:11]([CH2:14][C@@H:15]([C:16]1[CH:21]=[CH:20][CH:19]=[CH:18][CH:17]=1)[C:9](=[O:10])[CH2:8][CH2:7][C:1]1[CH:6]=[CH:5][CH:4]=[CH:3][CH:2]=1)([O-:13])=[O:12]. The yield is 0.760. (2) The reactants are [N+:1]([C:4]1[CH:8]=[N:7][NH:6][C:5]=1[NH2:9])([O-:3])=[O:2].CN(C)[CH:12]=[CH:13][C:14]([C:16]1[CH:17]=[C:18]([N:22]([CH2:26][C:27]#[CH:28])[C:23](=[O:25])[CH3:24])[CH:19]=[CH:20][CH:21]=1)=O.C(OCC)(=O)C. The catalyst is C(O)(=O)C. The product is [N+:1]([C:4]1[CH:8]=[N:7][N:6]2[C:14]([C:16]3[CH:17]=[C:18]([N:22]([CH2:26][C:27]#[CH:28])[C:23](=[O:25])[CH3:24])[CH:19]=[CH:20][CH:21]=3)=[CH:13][CH:12]=[N:9][C:5]=12)([O-:3])=[O:2]. The yield is 0.280. (3) The yield is 0.472. The reactants are Br[C:2]1[CH:3]=[C:4]([C:8]2[N:13]([CH2:14][C:15]3[CH:20]=[CH:19][C:18]([CH3:21])=[CH:17][C:16]=3[CH3:22])[C:12](=[O:23])[C:11]([C:24]#[N:25])=[C:10]([C:26]([F:29])([F:28])[F:27])[CH:9]=2)[CH:5]=[CH:6][CH:7]=1.[B:30]1([B:30]2[O:34][C:33]([CH3:36])([CH3:35])[C:32]([CH3:38])([CH3:37])[O:31]2)[O:34][C:33]([CH3:36])([CH3:35])[C:32]([CH3:38])([CH3:37])[O:31]1.CC([O-])=O.[K+].N#N.B#B. The catalyst is COCCOC.CCOC(C)=O.C1C=CC(P(C2C=CC=CC=2)[C-]2C=CC=C2)=CC=1.C1C=CC(P(C2C=CC=CC=2)[C-]2C=CC=C2)=CC=1.Cl[Pd]Cl.[Fe+2]. The product is [CH3:22][C:16]1[CH:17]=[C:18]([CH3:21])[CH:19]=[CH:20][C:15]=1[CH2:14][N:13]1[C:8]([C:4]2[CH:5]=[CH:6][CH:7]=[C:2]([B:30]3[O:34][C:33]([CH3:36])([CH3:35])[C:32]([CH3:38])([CH3:37])[O:31]3)[CH:3]=2)=[CH:9][C:10]([C:26]([F:29])([F:28])[F:27])=[C:11]([C:24]#[N:25])[C:12]1=[O:23]. (4) The reactants are [C:1]([O:5][C:6](=[O:15])[NH:7][C:8]1[CH:13]=[CH:12][CH:11]=[C:10]([NH2:14])[CH:9]=1)([CH3:4])([CH3:3])[CH3:2].C(O)(=O)C.C(O[C:23]1(O[Si](C)(C)C)[CH2:25][CH2:24]1)C.[BH4-].[Na+].C(=O)([O-])O.[Na+]. The catalyst is CO.O1CCCC1. The product is [CH:23]1([NH:14][C:10]2[CH:9]=[C:8]([NH:7][C:6](=[O:15])[O:5][C:1]([CH3:4])([CH3:2])[CH3:3])[CH:13]=[CH:12][CH:11]=2)[CH2:25][CH2:24]1. The yield is 0.590. (5) The reactants are [NH2:1][C:2]1[C:11]([NH2:12])=[CH:10][C:9]([Br:13])=[CH:8][C:3]=1[C:4]([O:6][CH3:7])=[O:5].[N:14]([O-])=O.[Na+]. The catalyst is C(O)(=O)C.O. The product is [Br:13][C:9]1[CH:8]=[C:3]([C:4]([O:6][CH3:7])=[O:5])[C:2]2[N:1]=[N:14][NH:12][C:11]=2[CH:10]=1. The yield is 0.770. (6) The reactants are [CH:1]([O:3][CH2:4][CH2:5][CH2:6][CH2:7][OH:8])=[CH2:2].[CH3:9][S:10](Cl)(=[O:12])=[O:11]. The catalyst is C(Cl)Cl.C(=O)(O)[O-].[Na+].CCOC(C)=O. The product is [CH3:9][S:10]([O:8][CH2:7][CH2:6][CH2:5][CH2:4][O:3][CH:1]=[CH2:2])(=[O:12])=[O:11]. The yield is 1.00. (7) The reactants are [Br:1][C:2]1[CH:3]=[C:4]([NH2:22])[C:5]([NH:9][CH2:10][C:11]2[CH:21]=[CH:20][C:14]3[N:15]=[C:16]([S:18][CH3:19])[O:17][C:13]=3[CH:12]=2)=[CH:6][C:7]=1[Cl:8].[CH2:23](OC(OCC)OCC)C. The catalyst is C(O)=O. The product is [Br:1][C:2]1[C:7]([Cl:8])=[CH:6][C:5]2[N:9]([CH2:10][C:11]3[CH:21]=[CH:20][C:14]4[N:15]=[C:16]([S:18][CH3:19])[O:17][C:13]=4[CH:12]=3)[CH:23]=[N:22][C:4]=2[CH:3]=1. The yield is 0.845.